Dataset: Full USPTO retrosynthesis dataset with 1.9M reactions from patents (1976-2016). Task: Predict the reactants needed to synthesize the given product. (1) The reactants are: [NH2:1][C@@H:2]1[CH2:7][CH2:6][N:5]([C:8]([O:10][CH2:11][C:12]2[CH:17]=[CH:16][CH:15]=[CH:14][CH:13]=2)=[O:9])[CH2:4][C@H:3]1OS(C1C=CC(C)=CC=1)(=O)=O.N[C@H]1[C@H](OS(C2C=CC(C)=CC=2)(=O)=O)CCN(C(OCC2C=CC=CC=2)=O)C1.CCN(C(C)C)C(C)C.[CH3:66][C:67]([O:70][C:71](O[C:71]([O:70][C:67]([CH3:69])([CH3:68])[CH3:66])=[O:72])=[O:72])([CH3:69])[CH3:68]. Given the product [CH:3]12[N:1]([C:71]([O:70][C:67]([CH3:69])([CH3:68])[CH3:66])=[O:72])[CH:2]1[CH2:7][CH2:6][N:5]([C:8]([O:10][CH2:11][C:12]1[CH:13]=[CH:14][CH:15]=[CH:16][CH:17]=1)=[O:9])[CH2:4]2, predict the reactants needed to synthesize it. (2) Given the product [F:50][C@H:20]1[C@@H:21]([O:24][C:25]2[CH:30]=[CH:29][C:28]([C:31]3[N:32]=[C:33]([NH:37][C:38]4[S:42][CH:41]=[N:40][C:39]=4[CH2:43][OH:44])[N:34]=[CH:35][N:36]=3)=[CH:27][C:26]=2[C:48]#[N:49])[CH2:22][CH2:23][N:18]([C:16](=[O:17])[C@@H:59]([OH:60])[CH3:58])[CH2:19]1, predict the reactants needed to synthesize it. The reactants are: FC1CCCN(C([O-])=O)C1.C(O[C:16]([N:18]1[CH2:23][CH2:22][C@H:21]([O:24][C:25]2[CH:30]=[CH:29][C:28]([C:31]3[N:36]=[CH:35][N:34]=[C:33]([NH:37][C:38]4[S:42][CH:41]=[N:40][C:39]=4[C:43](OCC)=[O:44])[N:32]=3)=[CH:27][C:26]=2[C:48]#[N:49])[C@H:20]([F:50])[CH2:19]1)=[O:17])(C)(C)C.[H-].[Al+3].[Li+].[H-].[H-].[H-].C1C[O:60][CH2:59][CH2:58]1. (3) Given the product [CH3:1][C:2]1[CH:3]=[C:4]([CH:27]=[CH:28][CH:29]=1)[CH2:5][N:6]1[CH2:11][CH2:10][CH2:9][CH2:8][C@@H:7]1[C:12]([NH:14][C@H:15]([C:17]1[CH:18]=[CH:19][C:20]([C:21]([O-:23])=[O:22])=[CH:25][CH:26]=1)[CH3:16])=[O:13].[Li+:31], predict the reactants needed to synthesize it. The reactants are: [CH3:1][C:2]1[CH:3]=[C:4]([CH:27]=[CH:28][CH:29]=1)[CH2:5][N:6]1[CH2:11][CH2:10][CH2:9][CH2:8][C@@H:7]1[C:12]([NH:14][C@H:15]([C:17]1[CH:26]=[CH:25][C:20]([C:21]([O:23]C)=[O:22])=[CH:19][CH:18]=1)[CH3:16])=[O:13].O[Li:31].O. (4) Given the product [CH2:22]([O:29][C:30]1[C:34]([O:35][CH2:20][O:19][P:1]([O:11][CH2:12][C:13]2[CH:18]=[CH:17][CH:16]=[CH:15][CH:14]=2)([O:3][CH2:4][C:5]2[CH:10]=[CH:9][CH:8]=[CH:7][CH:6]=2)=[O:2])=[C:33]([C:36](=[O:40])[N:37]([CH3:39])[CH3:38])[N:32]([C:41]2[CH:42]=[CH:43][C:44]([O:47][CH3:48])=[CH:45][CH:46]=2)[C:31]=1[C:49]([O:51][CH2:52][CH3:53])=[O:50])[C:23]1[CH:28]=[CH:27][CH:26]=[CH:25][CH:24]=1, predict the reactants needed to synthesize it. The reactants are: [P:1]([O:19][CH2:20]Cl)([O:11][CH2:12][C:13]1[CH:18]=[CH:17][CH:16]=[CH:15][CH:14]=1)([O:3][CH2:4][C:5]1[CH:10]=[CH:9][CH:8]=[CH:7][CH:6]=1)=[O:2].[CH2:22]([O:29][C:30]1[C:34]([OH:35])=[C:33]([C:36](=[O:40])[N:37]([CH3:39])[CH3:38])[N:32]([C:41]2[CH:46]=[CH:45][C:44]([O:47][CH3:48])=[CH:43][CH:42]=2)[C:31]=1[C:49]([O:51][CH2:52][CH3:53])=[O:50])[C:23]1[CH:28]=[CH:27][CH:26]=[CH:25][CH:24]=1.C([O-])([O-])=O.[K+].[K+].O. (5) The reactants are: [NH:1]1[C:10]2[C:5](=[CH:6][CH:7]=[CH:8][CH:9]=2)[CH2:4][CH2:3][CH2:2]1.[CH:11](I)([CH3:13])[CH3:12].C(=O)([O-])[O-].[K+].[K+].O. Given the product [CH:11]([N:1]1[C:10]2[C:5](=[CH:6][CH:7]=[CH:8][CH:9]=2)[CH2:4][CH2:3][CH2:2]1)([CH3:13])[CH3:12], predict the reactants needed to synthesize it. (6) Given the product [Cl:1][C:2]1[CH:3]=[C:4]2[C:9](=[CH:10][C:11]=1[O:12][C:13]1[CH:18]=[CH:17][C:16]([C:19](=[O:35])[NH:20][C:21]3[N:26]=[CH:25][C:24]([C:27]4[CH:28]=[N:29][C:30]([O:33][CH3:34])=[CH:31][CH:32]=4)=[CH:23][CH:22]=3)=[CH:15][CH:14]=1)[O:8][CH2:7][CH2:6][CH:5]2[C:36]([O-:38])=[O:37].[Na+:41], predict the reactants needed to synthesize it. The reactants are: [Cl:1][C:2]1[CH:3]=[C:4]2[C:9](=[CH:10][C:11]=1[O:12][C:13]1[CH:18]=[CH:17][C:16]([C:19](=[O:35])[NH:20][C:21]3[N:26]=[CH:25][C:24]([C:27]4[CH:28]=[N:29][C:30]([O:33][CH3:34])=[CH:31][CH:32]=4)=[CH:23][CH:22]=3)=[CH:15][CH:14]=1)[O:8][CH2:7][CH2:6][CH:5]2[C:36]([OH:38])=[O:37].C[O-].[Na+:41].CO. (7) Given the product [NH:1]1[C:5]2[CH:6]=[C:7]([C:10]3[C:11]([CH2:16][NH:17][C:19](=[O:20])[CH3:18])=[N:12][O:13][C:14]=3[CH3:15])[CH:8]=[CH:9][C:4]=2[N:3]=[CH:2]1, predict the reactants needed to synthesize it. The reactants are: [NH:1]1[C:5]2[CH:6]=[C:7]([C:10]3[C:11]([CH2:16][NH2:17])=[N:12][O:13][C:14]=3[CH3:15])[CH:8]=[CH:9][C:4]=2[N:3]=[CH:2]1.[CH3:18][C:19](OC(C)=O)=[O:20].CO.